Dataset: Catalyst prediction with 721,799 reactions and 888 catalyst types from USPTO. Task: Predict which catalyst facilitates the given reaction. (1) Reactant: [Br:1][C:2]1[CH:30]=[CH:29][C:5]([CH2:6][C@@H:7]([C:26](O)=[O:27])[NH:8][C:9]([C@H:11]2[CH2:16][CH2:15][C@H:14]([CH2:17][NH:18][C:19]([O:21][C:22]([CH3:25])([CH3:24])[CH3:23])=[O:20])[CH2:13][CH2:12]2)=[O:10])=[CH:4][CH:3]=1.Cl.[NH2:32][C:33]1[CH:38]=[CH:37][C:36]([C:39]2[NH:40][C:41]([C:44]([F:55])([F:54])[C:45]([F:53])([F:52])[C:46]([F:51])([F:50])[C:47]([OH:49])=[O:48])=[N:42][N:43]=2)=[CH:35][CH:34]=1.C(NC(C)C)(C)C.CN(C(ON1N=NC2C=CC=NC1=2)=[N+](C)C)C.F[P-](F)(F)(F)(F)F. Product: [Br:1][C:2]1[CH:30]=[CH:29][C:5]([CH2:6][C@@H:7]([C:26]([NH:32][C:33]2[CH:38]=[CH:37][C:36]([C:39]3[NH:40][C:41]([C:44]([F:55])([F:54])[C:45]([F:53])([F:52])[C:46]([F:50])([F:51])[C:47]([OH:49])=[O:48])=[N:42][N:43]=3)=[CH:35][CH:34]=2)=[O:27])[NH:8][C:9]([C@H:11]2[CH2:12][CH2:13][C@H:14]([CH2:17][NH:18][C:19]([O:21][C:22]([CH3:24])([CH3:25])[CH3:23])=[O:20])[CH2:15][CH2:16]2)=[O:10])=[CH:4][CH:3]=1. The catalyst class is: 3. (2) Reactant: Cl[C:2]1[C:11]2[C:6](=[CH:7][N:8]=[C:9]([F:12])[CH:10]=2)[N:5]=[CH:4][C:3]=1[C:13]#[N:14].CO.[Cl:17][C:18]1[CH:24]=[C:23]([Cl:25])[CH:22]=[CH:21][C:19]=1[NH2:20].C(=O)(O)[O-].[Na+]. Product: [Cl:17][C:18]1[CH:24]=[C:23]([Cl:25])[CH:22]=[CH:21][C:19]=1[NH:20][C:2]1[C:11]2[C:6](=[CH:7][N:8]=[C:9]([F:12])[CH:10]=2)[N:5]=[CH:4][C:3]=1[C:13]#[N:14]. The catalyst class is: 170. (3) Reactant: [F:1][C:2]([F:25])([F:24])[CH2:3][NH:4][C:5]1[N:10]=[C:9]([NH:11][C:12]2[CH:20]=[CH:19][C:15]([C:16](O)=[O:17])=[CH:14][CH:13]=2)[NH:8][C:7]2=[N:21][CH:22]=[CH:23][C:6]=12.CCN(C(C)C)C(C)C.CN(C(ON1N=NC2C=CC=CC1=2)=[N+](C)C)C.[B-](F)(F)(F)F.[NH:57]1[CH2:62][CH2:61][S:60](=[O:64])(=[O:63])[CH2:59][CH2:58]1. Product: [O:63]=[S:60]1(=[O:64])[CH2:61][CH2:62][N:57]([C:16]([C:15]2[CH:14]=[CH:13][C:12]([NH:11][C:9]3[NH:8][C:7]4=[N:21][CH:22]=[CH:23][C:6]4=[C:5]([NH:4][CH2:3][C:2]([F:1])([F:24])[F:25])[N:10]=3)=[CH:20][CH:19]=2)=[O:17])[CH2:58][CH2:59]1. The catalyst class is: 3. (4) Reactant: Cl[C:2]1[C:7]([C:8]([O:10][CH2:11][CH3:12])=[O:9])=[CH:6][N:5]=[C:4]([C:13]2[CH:18]=[CH:17][CH:16]=[C:15]([Cl:19])[CH:14]=2)[CH:3]=1.[Cl:20][C:21]1[CH:26]=[C:25]([O:27][C:28]([F:31])([F:30])[F:29])[CH:24]=[CH:23][C:22]=1[OH:32].C(=O)([O-])[O-].[K+].[K+]. Product: [Cl:20][C:21]1[CH:26]=[C:25]([O:27][C:28]([F:29])([F:30])[F:31])[CH:24]=[CH:23][C:22]=1[O:32][C:2]1[C:7]([C:8]([O:10][CH2:11][CH3:12])=[O:9])=[CH:6][N:5]=[C:4]([C:13]2[CH:18]=[CH:17][CH:16]=[C:15]([Cl:19])[CH:14]=2)[CH:3]=1. The catalyst class is: 3. (5) Reactant: [OH:1][C:2]1[CH:7]=[CH:6][C:5]([CH2:8][CH2:9][C:10]([O:12][CH2:13][CH3:14])=[O:11])=[C:4]([CH3:15])[C:3]=1[CH3:16].CN(C)C=O.C(=O)([O-])[O-].[K+].[K+].CS(O[CH2:33][C:34]1[C:42]2[O:41][C:40]([CH3:43])=[CH:39][C:38]=2[CH:37]=[C:36]([F:44])[CH:35]=1)(=O)=O. Product: [F:44][C:36]1[CH:35]=[C:34]([CH2:33][O:1][C:2]2[CH:7]=[CH:6][C:5]([CH2:8][CH2:9][C:10]([O:12][CH2:13][CH3:14])=[O:11])=[C:4]([CH3:15])[C:3]=2[CH3:16])[C:42]2[O:41][C:40]([CH3:43])=[CH:39][C:38]=2[CH:37]=1. The catalyst class is: 6. (6) Reactant: O1CCCC1.[NH:6]1[C:14]2[C:9](=[CH:10][CH:11]=[CH:12][CH:13]=2)[C:8]([C:15]([O:17][CH3:18])=[O:16])=[CH:7]1.[H-].[Na+].Cl[CH2:22][O:23][CH2:24][CH2:25][Si:26]([CH3:29])([CH3:28])[CH3:27]. Product: [CH3:27][Si:26]([CH3:29])([CH3:28])[CH2:25][CH2:24][O:23][CH2:22][N:6]1[C:14]2[C:9](=[CH:10][CH:11]=[CH:12][CH:13]=2)[C:8]([C:15]([O:17][CH3:18])=[O:16])=[CH:7]1. The catalyst class is: 6.